Dataset: Forward reaction prediction with 1.9M reactions from USPTO patents (1976-2016). Task: Predict the product of the given reaction. (1) Given the reactants Cl.Cl.Cl.[O:4]1[C:8]2=[C:9]([N:13]3[CH2:18][CH2:17][N:16]([CH2:19][CH2:20][C@H:21]4[CH2:26][CH2:25][C@H:24]([NH2:27])[CH2:23][CH2:22]4)[CH2:15][CH2:14]3)[N:10]=[CH:11][CH:12]=[C:7]2[CH2:6][CH2:5]1.[O:28]=[S:29]1(=[O:44])[CH2:34][CH2:33][N:32]([C:35]2[CH:43]=[CH:42][C:38]([C:39](O)=[O:40])=[CH:37][CH:36]=2)[CH2:31][CH2:30]1, predict the reaction product. The product is: [O:4]1[C:8]2=[C:9]([N:13]3[CH2:18][CH2:17][N:16]([CH2:19][CH2:20][C@H:21]4[CH2:26][CH2:25][C@H:24]([NH:27][C:39](=[O:40])[C:38]5[CH:42]=[CH:43][C:35]([N:32]6[CH2:31][CH2:30][S:29](=[O:44])(=[O:28])[CH2:34][CH2:33]6)=[CH:36][CH:37]=5)[CH2:23][CH2:22]4)[CH2:15][CH2:14]3)[N:10]=[CH:11][CH:12]=[C:7]2[CH2:6][CH2:5]1. (2) Given the reactants [C:1]([O:5][C:6](=[O:17])[NH:7][C:8]1[CH:13]=[C:12]([Cl:14])[C:11]([CH3:15])=[CH:10][C:9]=1[NH2:16])([CH3:4])([CH3:3])[CH3:2].C([O:22][C:23](=O)[CH2:24][C:25](=[O:38])[C:26]1[CH:31]=[CH:30][CH:29]=[C:28]([C:32]2[CH:37]=[N:36][CH:35]=[CH:34][N:33]=2)[CH:27]=1)(C)(C)C, predict the reaction product. The product is: [C:1]([O:5][C:6](=[O:17])[NH:7][C:8]1[CH:13]=[C:12]([Cl:14])[C:11]([CH3:15])=[CH:10][C:9]=1[NH:16][C:23](=[O:22])[CH2:24][C:25](=[O:38])[C:26]1[CH:31]=[CH:30][CH:29]=[C:28]([C:32]2[CH:37]=[N:36][CH:35]=[CH:34][N:33]=2)[CH:27]=1)([CH3:4])([CH3:2])[CH3:3]. (3) Given the reactants [C:1]1([C:40]2[CH:45]=[CH:44][CH:43]=[CH:42][CH:41]=2)[CH:6]=[CH:5][C:4]([N:7]([C:33]2[CH:38]=[CH:37][C:36](Br)=[CH:35][CH:34]=2)[C:8]2[CH:20]=[CH:19][C:18]3[C:17]4[C:12](=[CH:13][CH:14]=[CH:15][CH:16]=4)[C:11]4([C:32]5[CH:31]=[CH:30][CH:29]=[CH:28][C:27]=5[C:26]5[C:21]4=[CH:22][CH:23]=[CH:24][CH:25]=5)[C:10]=3[CH:9]=2)=[CH:3][CH:2]=1.[B:46]1([B:46]2[O:50][C:49]([CH3:52])([CH3:51])[C:48]([CH3:54])([CH3:53])[O:47]2)[O:50][C:49]([CH3:52])([CH3:51])[C:48]([CH3:54])([CH3:53])[O:47]1.C([O-])(=O)C.[K+], predict the reaction product. The product is: [C:1]1([C:40]2[CH:45]=[CH:44][CH:43]=[CH:42][CH:41]=2)[CH:6]=[CH:5][C:4]([N:7]([C:33]2[CH:38]=[CH:37][C:36]([B:46]3[O:50][C:49]([CH3:52])([CH3:51])[C:48]([CH3:54])([CH3:53])[O:47]3)=[CH:35][CH:34]=2)[C:8]2[CH:20]=[CH:19][C:18]3[C:17]4[C:12](=[CH:13][CH:14]=[CH:15][CH:16]=4)[C:11]4([C:32]5[CH:31]=[CH:30][CH:29]=[CH:28][C:27]=5[C:26]5[C:21]4=[CH:22][CH:23]=[CH:24][CH:25]=5)[C:10]=3[CH:9]=2)=[CH:3][CH:2]=1. (4) Given the reactants [N:1]1[C:10]2[C:5](=[CH:6][CH:7]=[CH:8][CH:9]=2)[CH:4]=[CH:3][C:2]=1[CH2:11][O:12][C:13]1[CH:21]=[CH:20][C:16]([C:17]([OH:19])=O)=[CH:15][CH:14]=1.C(N(CC)CC)C.Cl.[CH3:30][O:31][NH:32][CH3:33], predict the reaction product. The product is: [CH3:30][O:31][N:32]([CH3:33])[C:17](=[O:19])[C:16]1[CH:15]=[CH:14][C:13]([O:12][CH2:11][C:2]2[CH:3]=[CH:4][C:5]3[C:10](=[CH:9][CH:8]=[CH:7][CH:6]=3)[N:1]=2)=[CH:21][CH:20]=1.